Dataset: Reaction yield outcomes from USPTO patents with 853,638 reactions. Task: Predict the reaction yield, written as a fraction of the theoretical maximum amount of product (1.0 means a 100% yield; for example, 0.34 means a 34% yield). (1) The reactants are Br[C:2]1[S:3][CH:4]=[CH:5][C:6]=1[CH3:7].[Li]CCCC.[B:13](OC(C)C)([O:18]C(C)C)[O:14]C(C)C.Cl. No catalyst specified. The product is [B:13]([OH:18])([OH:14])[C:2]1[S:3][CH:4]=[CH:5][C:6]=1[CH3:7]. The yield is 0.930. (2) The reactants are CC(OC(/N=N/C(OC(C)C)=O)=O)C.[Cl:15][C:16]1[N:21]=[C:20]([CH:22]2[CH2:24][CH2:23]2)[C:19]([I:25])=[C:18]([CH2:26]O)[CH:17]=1.[C:28]1(=[O:38])[C:36]2[C:31](=[CH:32][CH:33]=[CH:34][CH:35]=2)[C:30](=[O:37])[NH:29]1.C1C=CC(P(C2C=CC=CC=2)C2C=CC=CC=2)=CC=1. The catalyst is O1CCCC1. The product is [Cl:15][C:16]1[N:21]=[C:20]([CH:22]2[CH2:23][CH2:24]2)[C:19]([I:25])=[C:18]([CH2:26][N:29]2[C:30](=[O:37])[C:31]3[C:36](=[CH:35][CH:34]=[CH:33][CH:32]=3)[C:28]2=[O:38])[CH:17]=1. The yield is 0.590. (3) The reactants are C[O:2][C:3]1[CH:8]=[CH:7][N:6]([C:9]([O:11][C:12]2[CH:17]=CC=C[CH:13]=2)=[O:10])[CH:5]([CH3:18])[CH:4]=1.[CH3:19]C(C)([O-])C.[K+]. The catalyst is O1CCCC1. The product is [CH3:18][CH:5]1[CH2:4][C:3](=[O:2])[CH:8]=[CH:7][N:6]1[C:9]([O:11][C:12]([CH3:13])([CH3:17])[CH3:19])=[O:10]. The yield is 0.510. (4) The reactants are [CH:1]1([CH:6]([NH:18][C:19]2[CH:24]=[CH:23][C:22]([C:25]([N:27]([CH3:35])[CH2:28][CH2:29][C:30]([O:32]CC)=[O:31])=[O:26])=[CH:21][CH:20]=2)[C:7]2[O:8][C:9]3[CH:16]=[CH:15][C:14]([F:17])=[CH:13][C:10]=3[C:11]=2[CH3:12])[CH2:5][CH2:4][CH2:3][CH2:2]1.[OH-].[Na+]. The catalyst is CCCCCC.C(O)C.C(O)C.O1CCCC1. The product is [CH:1]1([CH:6]([NH:18][C:19]2[CH:20]=[CH:21][C:22]([C:25]([N:27]([CH3:35])[CH2:28][CH2:29][C:30]([OH:32])=[O:31])=[O:26])=[CH:23][CH:24]=2)[C:7]2[O:8][C:9]3[CH:16]=[CH:15][C:14]([F:17])=[CH:13][C:10]=3[C:11]=2[CH3:12])[CH2:5][CH2:4][CH2:3][CH2:2]1. The yield is 0.930. (5) The reactants are O[C:2]1[N:7]=[CH:6][N:5]=[C:4]([C:8]([OH:10])=[O:9])[CH:3]=1.C(Cl)(C([Cl:15])=O)=O. The catalyst is CCOC(C)=O.CN(C=O)C. The product is [Cl:15][C:2]1[N:7]=[CH:6][N:5]=[C:4]([C:8]([OH:10])=[O:9])[CH:3]=1. The yield is 0.929. (6) The reactants are [NH2:1][C:2]1[C:3]([CH3:27])=[C:4]2[C:10]([CH:11]3[CH2:16][CH2:15][N:14]([C:17]([CH:19]4[CH2:23][CH2:22][CH2:21][CH2:20]4)=[O:18])[C:13]([CH3:25])([CH3:24])[CH2:12]3)=[CH:9][N:8]([CH3:26])[C:5]2=[N:6][CH:7]=1.[C:28]([C:30]1[CH:31]=[C:32]([CH:36]=[C:37]([O:39][CH3:40])[CH:38]=1)[C:33](Cl)=[O:34])#[N:29]. The catalyst is C(Cl)Cl. The product is [C:28]([C:30]1[CH:31]=[C:32]([CH:36]=[C:37]([O:39][CH3:40])[CH:38]=1)[C:33]([NH:1][C:2]1[C:3]([CH3:27])=[C:4]2[C:10]([CH:11]3[CH2:16][CH2:15][N:14]([C:17]([CH:19]4[CH2:20][CH2:21][CH2:22][CH2:23]4)=[O:18])[C:13]([CH3:24])([CH3:25])[CH2:12]3)=[CH:9][N:8]([CH3:26])[C:5]2=[N:6][CH:7]=1)=[O:34])#[N:29]. The yield is 0.768.